This data is from Catalyst prediction with 721,799 reactions and 888 catalyst types from USPTO. The task is: Predict which catalyst facilitates the given reaction. Reactant: [Br:1][C:2]1[CH:3]=[C:4]2[C:8](=[CH:9][CH:10]=1)[C@@H:7](O)[CH2:6][CH2:5]2.C1C=CC(OP(OC2C=CC=CC=2)([N:21]=[N+:22]=[N-:23])=O)=CC=1.N12CCCN=C1CCCCC2. Product: [N:21]([C@H:7]1[C:8]2[C:4](=[CH:3][C:2]([Br:1])=[CH:10][CH:9]=2)[CH2:5][CH2:6]1)=[N+:22]=[N-:23]. The catalyst class is: 260.